Dataset: Catalyst prediction with 721,799 reactions and 888 catalyst types from USPTO. Task: Predict which catalyst facilitates the given reaction. (1) Reactant: [C:1]([N:20]1[CH:24]=[C:23]([CH:25]2[C:33](=[O:34])[C:32]3[C:27](=[CH:28][CH:29]=[CH:30][CH:31]=3)[C:26]2=[O:35])[N:22]=[CH:21]1)([C:14]1[CH:19]=[CH:18][CH:17]=[CH:16][CH:15]=1)([C:8]1[CH:13]=[CH:12][CH:11]=[CH:10][CH:9]=1)[C:2]1[CH:7]=[CH:6][CH:5]=[CH:4][CH:3]=1.[CH2:36](I)[CH3:37].C(=O)([O-])[O-].[K+].[K+]. Product: [CH2:36]([C:25]1([C:23]2[N:22]=[CH:21][N:20]([C:1]([C:14]3[CH:19]=[CH:18][CH:17]=[CH:16][CH:15]=3)([C:2]3[CH:7]=[CH:6][CH:5]=[CH:4][CH:3]=3)[C:8]3[CH:9]=[CH:10][CH:11]=[CH:12][CH:13]=3)[CH:24]=2)[C:26](=[O:35])[C:27]2[C:32](=[CH:31][CH:30]=[CH:29][CH:28]=2)[C:33]1=[O:34])[CH3:37]. The catalyst class is: 21. (2) Reactant: [C:1]([C:5]1[N:10]=[C:9]([OH:11])[C:8]([C:12]([O:14][CH2:15][CH3:16])=[O:13])=[CH:7][N:6]=1)([CH3:4])([CH3:3])[CH3:2].CI.[C:19](=O)([O-])[O-].[K+].[K+]. Product: [C:1]([C:5]1[N:10]=[C:9]([O:11][CH3:19])[C:8]([C:12]([O:14][CH2:15][CH3:16])=[O:13])=[CH:7][N:6]=1)([CH3:4])([CH3:2])[CH3:3]. The catalyst class is: 18. (3) Reactant: [Br:1][C:2]1[CH:7]=[CH:6][C:5]([CH2:8][C:9](=[O:11])[CH3:10])=[CH:4][CH:3]=1.[Br:12]N1C(=O)CCC1=O.N(C(C)(C)C#N)=NC(C)(C)C#N. Product: [Br:12][CH:8]([C:5]1[CH:4]=[CH:3][C:2]([Br:1])=[CH:7][CH:6]=1)[C:9](=[O:11])[CH3:10]. The catalyst class is: 53.